This data is from Reaction yield outcomes from USPTO patents with 853,638 reactions. The task is: Predict the reaction yield, written as a fraction of the theoretical maximum amount of product (1.0 means a 100% yield; for example, 0.34 means a 34% yield). The reactants are [OH-].[Na+].C([O:5][C:6]([C:8]1[C:12]2[CH2:13][CH2:14][CH:15]([CH3:16])[C:11]=2[NH:10][N:9]=1)=[O:7])C. The catalyst is CO. The product is [CH3:16][CH:15]1[C:11]2[NH:10][N:9]=[C:8]([C:6]([OH:7])=[O:5])[C:12]=2[CH2:13][CH2:14]1. The yield is 0.733.